From a dataset of Forward reaction prediction with 1.9M reactions from USPTO patents (1976-2016). Predict the product of the given reaction. (1) Given the reactants [NH2:1][C:2]1[C:3]([CH2:11][CH2:12][CH3:13])=[N:4][N:5]([CH3:10])[C:6]=1[C:7]([NH2:9])=[O:8].[C:14](N1C=CN=C1)(N1C=CN=C1)=[O:15], predict the reaction product. The product is: [CH3:10][N:5]1[C:6]2[C:7](=[O:8])[NH:9][C:14](=[O:15])[NH:1][C:2]=2[C:3]([CH2:11][CH2:12][CH3:13])=[N:4]1. (2) The product is: [C:21]([O:25][C:26]([N:28]1[CH2:33][CH2:32][N:31]([C:34]2[N:35]=[N:36][C:37]([NH:40][C:10]3[N:11]=[CH:12][C:7]4[CH:6]=[C:5]([C:3](=[O:4])[N:2]([CH3:20])[CH3:1])[N:14]([CH:15]5[CH2:19][CH2:18][CH2:17][CH2:16]5)[C:8]=4[N:9]=3)=[CH:38][CH:39]=2)[CH2:30][CH2:29]1)=[O:27])([CH3:24])([CH3:22])[CH3:23]. Given the reactants [CH3:1][N:2]([CH3:20])[C:3]([C:5]1[N:14]([CH:15]2[CH2:19][CH2:18][CH2:17][CH2:16]2)[C:8]2[N:9]=[C:10](Cl)[N:11]=[CH:12][C:7]=2[CH:6]=1)=[O:4].[C:21]([O:25][C:26]([N:28]1[CH2:33][CH2:32][N:31]([C:34]2[N:35]=[N:36][C:37]([NH2:40])=[CH:38][CH:39]=2)[CH2:30][CH2:29]1)=[O:27])([CH3:24])([CH3:23])[CH3:22], predict the reaction product. (3) The product is: [CH3:1][C@H:2]1[CH2:7][CH2:6][CH2:5][CH2:4][N:3]1[C:8]1[CH:16]=[CH:15][C:11]([C:12]([OH:14])=[O:13])=[CH:10][C:9]=1[C:17]([F:19])([F:18])[F:20]. Given the reactants [CH3:1][C@@H:2]1[CH2:7][CH2:6][CH2:5][CH2:4][N:3]1[C:8]1[CH:16]=[CH:15][C:11]([C:12]([OH:14])=[O:13])=[CH:10][C:9]=1[C:17]([F:20])([F:19])[F:18].C[C@H]1CCCCN1, predict the reaction product. (4) Given the reactants [CH:1]1([C:4]2([C:10]#[N:11])[CH2:8][CH2:7][NH:6][C:5]2=[O:9])[CH2:3][CH2:2]1.[Cl:12][C:13]1[N:18]=[C:17](Cl)[CH:16]=[CH:15][N:14]=1.C(=O)([O-])[O-].[Cs+].[Cs+], predict the reaction product. The product is: [Cl:12][C:13]1[N:18]=[C:17]([N:6]2[CH2:7][CH2:8][C:4]([CH:1]3[CH2:3][CH2:2]3)([C:10]#[N:11])[C:5]2=[O:9])[CH:16]=[CH:15][N:14]=1. (5) The product is: [C:31]1([S:28]([C:24]2[N:25]=[CH:26][S:27][C:23]=2[CH2:22][C:14]2[C:15]3[C:20](=[CH:19][CH:18]=[C:17]([F:21])[CH:16]=3)[N:12]([CH2:11][C:10]([OH:38])=[O:9])[C:13]=2[CH3:37])(=[O:29])=[O:30])[CH:36]=[CH:35][CH:34]=[CH:33][CH:32]=1. Given the reactants [OH-].[Li+].O1CCCC1.C[O:9][C:10](=[O:38])[CH2:11][N:12]1[C:20]2[C:15](=[CH:16][C:17]([F:21])=[CH:18][CH:19]=2)[C:14]([CH2:22][C:23]2[S:27][CH:26]=[N:25][C:24]=2[S:28]([C:31]2[CH:36]=[CH:35][CH:34]=[CH:33][CH:32]=2)(=[O:30])=[O:29])=[C:13]1[CH3:37], predict the reaction product. (6) Given the reactants [N:1]1([CH2:14][CH2:15][CH2:16][C:17]([C:19]2[CH:24]=[CH:23][CH:22]=[CH:21][CH:20]=2)=[O:18])[C:13]2[C:12]3[CH:11]=[CH:10][CH:9]=[CH:8][C:7]=3[N:6]=[CH:5][C:4]=2[N:3]=[CH:2]1.C1C=C(Cl)C=C(C(OO)=[O:33])C=1, predict the reaction product. The product is: [O-:33][N+:6]1[C:7]2[CH:8]=[CH:9][CH:10]=[CH:11][C:12]=2[C:13]2[N:1]([CH2:14][CH2:15][CH2:16][C:17]([C:19]3[CH:24]=[CH:23][CH:22]=[CH:21][CH:20]=3)=[O:18])[CH:2]=[N:3][C:4]=2[CH:5]=1. (7) Given the reactants N[C:2]1[CH:3]=[CH:4][C:5]([Cl:12])=[C:6]([CH:11]=1)[C:7]([O:9][CH3:10])=[O:8].N([O-])=[O:14].[Na+].N(O)=O.NC(N)=O, predict the reaction product. The product is: [CH3:10][O:9][C:7](=[O:8])[C:6]1[CH:11]=[C:2]([OH:14])[CH:3]=[CH:4][C:5]=1[Cl:12]. (8) The product is: [Cl:23][C:18]1[CH:19]=[CH:20][CH:21]=[CH:22][C:17]=1[CH2:16][O:8][CH2:7][CH:5]1[CH2:6][C:4]1([CH3:3])[CH2:9][CH2:10][CH:11]=[C:12]([CH3:14])[CH3:13]. Given the reactants [H-].[Na+].[CH3:3][C:4]1([CH2:9][CH2:10][CH:11]=[C:12]([CH3:14])[CH3:13])[CH2:6][CH:5]1[CH2:7][OH:8].Br[CH2:16][C:17]1[CH:22]=[CH:21][CH:20]=[CH:19][C:18]=1[Cl:23], predict the reaction product. (9) Given the reactants [CH3:1][O:2][CH2:3][C:4](=[O:10])[CH2:5][C:6]([O:8][CH3:9])=[O:7].[H-].[Na+].Br[CH2:14][C:15]1[CH:20]=[CH:19][C:18]([C:21]2[C:22]([C:27]#[N:28])=[CH:23][CH:24]=[CH:25][CH:26]=2)=[CH:17][CH:16]=1, predict the reaction product. The product is: [C:27]([C:22]1[CH:23]=[CH:24][CH:25]=[CH:26][C:21]=1[C:18]1[CH:17]=[CH:16][C:15]([CH2:14][CH:5]([C:4](=[O:10])[CH2:3][O:2][CH3:1])[C:6]([O:8][CH3:9])=[O:7])=[CH:20][CH:19]=1)#[N:28]. (10) Given the reactants [OH-].[Na+].N1CCC[C@H]1C(O)=O.[CH3:11][O:12][N:13]=[C:14]1[CH2:18][N:17]([C:19]([C:21]2[CH:26]=[CH:25][C:24]([C:27]3[CH:32]=[CH:31][CH:30]=[CH:29][C:28]=3[CH3:33])=[CH:23][CH:22]=2)=[O:20])[C@H:16]([C:34]([O:36]C)=[O:35])[CH2:15]1.O1CCOCC1, predict the reaction product. The product is: [CH3:11][O:12][N:13]=[C:14]1[CH2:18][N:17]([C:19]([C:21]2[CH:22]=[CH:23][C:24]([C:27]3[CH:32]=[CH:31][CH:30]=[CH:29][C:28]=3[CH3:33])=[CH:25][CH:26]=2)=[O:20])[C@H:16]([C:34]([OH:36])=[O:35])[CH2:15]1.